From a dataset of Forward reaction prediction with 1.9M reactions from USPTO patents (1976-2016). Predict the product of the given reaction. (1) Given the reactants [Li+].CC([N-]C(C)C)C.[CH3:9][C:10]1[N:11]=[N:12][CH:13]=[CH:14][CH:15]=1.[F:16][C:17]1[CH:18]=[C:19]2[C:23](=[CH:24][CH:25]=1)[C:22](=O)[CH:21]([CH2:27][C:28]([OH:30])=[O:29])[CH2:20]2.CC(O)=O, predict the reaction product. The product is: [F:16][C:17]1[CH:18]=[C:19]2[C:23]([C:22]([CH2:9][C:10]3[N:11]=[N:12][CH:13]=[CH:14][CH:15]=3)=[C:21]([CH2:27][C:28]([OH:30])=[O:29])[CH2:20]2)=[CH:24][CH:25]=1. (2) Given the reactants C1(P(C2C=CC=CC=2)C2C=CC=CC=2)C=CC=CC=1.CC(OC(/N=N/C(OC(C)C)=O)=O)C.[N:34]([C@@H:37]([C@@H:64]([C:71]1[CH:76]=[CH:75][C:74]([Cl:77])=[CH:73][CH:72]=1)[CH:65]1[CH2:70][CH2:69][O:68][CH2:67][CH2:66]1)[C:38]([NH:40][C:41]1[CH:46]=[CH:45][CH:44]=[C:43]([F:47])[C:42]=1[CH2:48][CH2:49][C@H:50]([NH:53][S:54]([C:57]1[CH:62]=[CH:61][C:60]([F:63])=[CH:59][CH:58]=1)(=[O:56])=[O:55])[CH2:51]O)=[O:39])=[N+:35]=[N-:36], predict the reaction product. The product is: [N:34]([C@@H:37]([C@@H:64]([C:71]1[CH:72]=[CH:73][C:74]([Cl:77])=[CH:75][CH:76]=1)[CH:65]1[CH2:66][CH2:67][O:68][CH2:69][CH2:70]1)[C:38]([NH:40][C:41]1[CH:46]=[CH:45][CH:44]=[C:43]([F:47])[C:42]=1[CH2:48][CH2:49][CH:50]1[CH2:51][N@@:53]1[S:54]([C:57]1[CH:58]=[CH:59][C:60]([F:63])=[CH:61][CH:62]=1)(=[O:55])=[O:56])=[O:39])=[N+:35]=[N-:36]. (3) Given the reactants [F:1][C:2]1([F:17])[C:4]2([CH2:9][CH2:8][N:7](C(OC(C)(C)C)=O)[CH2:6][CH2:5]2)[CH2:3]1.[ClH:18], predict the reaction product. The product is: [ClH:18].[F:1][C:2]1([F:17])[C:4]2([CH2:9][CH2:8][NH:7][CH2:6][CH2:5]2)[CH2:3]1. (4) Given the reactants C(=O)([O-])[O-].[K+].[K+].[CH2:7](Br)[C:8]#[C:9][CH3:10].CN(C)C=O.[Cl:17][C:18]1[NH:28][C:21]2[CH:22]=[N:23][N:24]([CH3:27])[C:25](=[O:26])[C:20]=2[N:19]=1, predict the reaction product. The product is: [CH2:7]([N:19]1[C:20]2[C:25](=[O:26])[N:24]([CH3:27])[N:23]=[CH:22][C:21]=2[N:28]=[C:18]1[Cl:17])[C:8]#[C:9][CH3:10]. (5) Given the reactants [F:1][C:2]1[CH:7]=[C:6](I)[CH:5]=[C:4]([C:9]([F:12])([F:11])[F:10])[N:3]=1.[B:13]1([B:13]2[O:17][C:16]([CH3:19])([CH3:18])[C:15]([CH3:21])([CH3:20])[O:14]2)[O:17][C:16]([CH3:19])([CH3:18])[C:15]([CH3:21])([CH3:20])[O:14]1.CC([O-])=O.[K+], predict the reaction product. The product is: [F:1][C:2]1[CH:7]=[C:6]([B:13]2[O:17][C:16]([CH3:19])([CH3:18])[C:15]([CH3:21])([CH3:20])[O:14]2)[CH:5]=[C:4]([C:9]([F:12])([F:11])[F:10])[N:3]=1. (6) Given the reactants [NH2:1][N:2]1[N:11]=[C:10]([C:12]2[CH:17]=[CH:16][C:15]([Cl:18])=[CH:14][CH:13]=2)[C:9]2[C:4](=[CH:5][CH:6]=[CH:7][CH:8]=2)[C:3]1=[O:19].[Cl:20][C:21]1[CH:26]=[CH:25][C:24]([CH2:27][C:28](Cl)=[O:29])=[CH:23][C:22]=1[F:31], predict the reaction product. The product is: [Cl:20][C:21]1[CH:26]=[CH:25][C:24]([CH2:27][C:28]([NH:1][N:2]2[N:11]=[C:10]([C:12]3[CH:17]=[CH:16][C:15]([Cl:18])=[CH:14][CH:13]=3)[C:9]3[C:4](=[CH:5][CH:6]=[CH:7][CH:8]=3)[C:3]2=[O:19])=[O:29])=[CH:23][C:22]=1[F:31]. (7) Given the reactants [NH:1]1[C:6](=[O:7])[CH:5]=[CH:4][C:3]2[CH2:8][CH2:9][CH2:10][C:2]1=2.[CH3:11]I, predict the reaction product. The product is: [CH3:11][O:7][C:6]1[N:1]=[C:2]2[CH2:10][CH2:9][CH2:8][C:3]2=[CH:4][CH:5]=1. (8) The product is: [F:3][C:4]1[CH:5]=[C:6]([C:10]2[CH:18]=[C:17]3[C:13]([CH2:14][CH2:15][CH:16]3[N:19]([CH3:34])[C:20]3[CH:21]=[C:22]([CH:31]=[CH:32][CH:33]=3)[O:23][CH2:24][C:25]([OH:27])=[O:26])=[CH:12][CH:11]=2)[CH:7]=[CH:8][CH:9]=1. Given the reactants [OH-].[Li+].[F:3][C:4]1[CH:5]=[C:6]([C:10]2[CH:18]=[C:17]3[C:13]([CH2:14][CH2:15][CH:16]3[N:19]([CH3:34])[C:20]3[CH:21]=[C:22]([CH:31]=[CH:32][CH:33]=3)[O:23][CH2:24][C:25]([O:27]C(C)C)=[O:26])=[CH:12][CH:11]=2)[CH:7]=[CH:8][CH:9]=1, predict the reaction product. (9) Given the reactants C([O-])([O-])=O.[Cs+].[Cs+].[CH3:7][O:8][C:9](=[O:20])[CH2:10][CH2:11][CH2:12][CH2:13][CH2:14][CH2:15][CH2:16][C:17]([OH:19])=[O:18].[C:21]([O:27][CH2:28]Cl)(=[O:26])[C:22]([CH3:25])([CH3:24])[CH3:23], predict the reaction product. The product is: [CH3:7][O:8][C:9](=[O:20])[CH2:10][CH2:11][CH2:12][CH2:13][CH2:14][CH2:15][CH2:16][C:17]([O:19][CH2:28][O:27][C:21](=[O:26])[C:22]([CH3:25])([CH3:24])[CH3:23])=[O:18].